From a dataset of Human liver microsome stability data. Regression/Classification. Given a drug SMILES string, predict its absorption, distribution, metabolism, or excretion properties. Task type varies by dataset: regression for continuous measurements (e.g., permeability, clearance, half-life) or binary classification for categorical outcomes (e.g., BBB penetration, CYP inhibition). Dataset: hlm. The compound is COc1ccc(-c2ccc(C(=O)N[C@@H](Cc3c[nH]c4ccccc34)C(=O)Nc3ccncc3)c(F)c2)cc1F. The result is 1 (stable in human liver microsomes).